From a dataset of Forward reaction prediction with 1.9M reactions from USPTO patents (1976-2016). Predict the product of the given reaction. Given the reactants [F:1][C:2]([CH3:29])([CH3:28])[CH2:3][N:4]1[CH2:9][CH2:8][CH:7]([CH2:10][O:11][C:12]2[CH:13]=[CH:14][C:15]([C:18]3[CH:27]=[CH:26][C:21]([C:22]([O:24]C)=[O:23])=[CH:20][CH:19]=3)=[N:16][CH:17]=2)[CH2:6][CH2:5]1.CO.O.O[Li].O, predict the reaction product. The product is: [F:1][C:2]([CH3:29])([CH3:28])[CH2:3][N:4]1[CH2:9][CH2:8][CH:7]([CH2:10][O:11][C:12]2[CH:13]=[CH:14][C:15]([C:18]3[CH:19]=[CH:20][C:21]([C:22]([OH:24])=[O:23])=[CH:26][CH:27]=3)=[N:16][CH:17]=2)[CH2:6][CH2:5]1.